Regression. Given two drug SMILES strings and cell line genomic features, predict the synergy score measuring deviation from expected non-interaction effect. From a dataset of NCI-60 drug combinations with 297,098 pairs across 59 cell lines. (1) Drug 1: CC1C(C(CC(O1)OC2CC(OC(C2O)C)OC3=CC4=CC5=C(C(=O)C(C(C5)C(C(=O)C(C(C)O)O)OC)OC6CC(C(C(O6)C)O)OC7CC(C(C(O7)C)O)OC8CC(C(C(O8)C)O)(C)O)C(=C4C(=C3C)O)O)O)O. Drug 2: C1=CC=C(C(=C1)C(C2=CC=C(C=C2)Cl)C(Cl)Cl)Cl. Cell line: IGROV1. Synergy scores: CSS=10.1, Synergy_ZIP=0.232, Synergy_Bliss=1.40, Synergy_Loewe=-52.2, Synergy_HSA=0.503. (2) Drug 1: CC(C)(C#N)C1=CC(=CC(=C1)CN2C=NC=N2)C(C)(C)C#N. Drug 2: CC12CCC3C(C1CCC2OP(=O)(O)O)CCC4=C3C=CC(=C4)OC(=O)N(CCCl)CCCl.[Na+]. Cell line: A498. Synergy scores: CSS=-1.50, Synergy_ZIP=-1.09, Synergy_Bliss=-3.10, Synergy_Loewe=-3.93, Synergy_HSA=-3.20.